From a dataset of CYP3A4 inhibition data for predicting drug metabolism from PubChem BioAssay. Regression/Classification. Given a drug SMILES string, predict its absorption, distribution, metabolism, or excretion properties. Task type varies by dataset: regression for continuous measurements (e.g., permeability, clearance, half-life) or binary classification for categorical outcomes (e.g., BBB penetration, CYP inhibition). Dataset: cyp3a4_veith. (1) The drug is N#CCCn1c(=O)c(-c2ccc(Cl)cc2)nc2cnc(OCc3ccccc3)nc21. The result is 0 (non-inhibitor). (2) The molecule is COc1ccccc1CNc1ncnc2ccc(-c3ccoc3)cc12. The result is 1 (inhibitor). (3) The compound is CN1CCN(c2ncc3nc(-c4ccccc4)c(=O)n(C4CC4)c3n2)CC1. The result is 0 (non-inhibitor). (4) The molecule is O=C(CSc1nc2ccccc2o1)N1c2ccccc2Sc2ccc(Cl)cc21. The result is 1 (inhibitor). (5) The drug is CCN=C1NN=C(c2ccc(C)cc2)CS1. The result is 1 (inhibitor). (6) The compound is CC[C@@H]1O[C@]2(C=C[C@@H]1C)C[C@H]1C[C@H](C/C=C(/C)[C@@H](O[C@@H]3C[C@H](OC)[C@H](O[C@@H]4C[C@H](OC)[C@H](O)[C@H](C)O4)[C@H](C)O3)[C@@H](C)/C=C\C=C3CO[C@@H]4[C@@H](O)C(C)=C[C@@H](C(=O)O1)[C@]34O)O2. The result is 0 (non-inhibitor). (7) The drug is CN(C)[C@@H]1C(=O)C(C(N)=O)=C(O)[C@]2(O)C(=O)C3=C(O)c4c(O)ccc(Cl)c4[C@](C)(O)[C@H]3C[C@@H]12. The result is 0 (non-inhibitor). (8) The molecule is Fc1nc(N2CCCC2)c(F)c(Oc2ccccc2Oc2c(F)c(F)nc(N3CCCC3)c2F)c1F. The result is 0 (non-inhibitor). (9) The compound is COC(=O)[C@H]1C(=O)[C@H](C(=O)OC)[C@H]2CC[C@@H]1N2C.O=C(O)C(=O)O. The result is 0 (non-inhibitor). (10) The compound is Cc1noc(C)c1-c1nccc(NCc2ccccc2)n1. The result is 1 (inhibitor).